Predict the reaction yield, written as a fraction of the theoretical maximum amount of product (1.0 means a 100% yield; for example, 0.34 means a 34% yield). From a dataset of Reaction yield outcomes from USPTO patents with 853,638 reactions. (1) The reactants are [F:1][C:2]([F:6])([F:5])[CH2:3][OH:4].C(N(CC)CC)C.[C:14]1([CH3:24])[CH:19]=[CH:18][C:17]([S:20](Cl)(=[O:22])=[O:21])=[CH:16][CH:15]=1. The catalyst is ClCCl. The product is [F:1][C:2]([F:6])([F:5])[CH2:3][O:4][S:20]([C:17]1[CH:18]=[CH:19][C:14]([CH3:24])=[CH:15][CH:16]=1)(=[O:22])=[O:21]. The yield is 0.987. (2) The yield is 0.612. The catalyst is C(OCC)(=O)C. The reactants are [N+:1]([C:4]1[CH:5]=[N:6][CH:7]=[CH:8][C:9]=1[CH:10](C(OC)=O)[C:11]([O:13][CH3:14])=[O:12])([O-:3])=[O:2].[Cl-].[Li+].O.CS(C)=O. The product is [N+:1]([C:4]1[CH:5]=[N:6][CH:7]=[CH:8][C:9]=1[CH2:10][C:11]([O:13][CH3:14])=[O:12])([O-:3])=[O:2]. (3) The reactants are [H-].[Na+].[C:3]1([OH:9])[CH:8]=[CH:7][CH:6]=[CH:5][CH:4]=1.[CH3:10][O:11][C:12]([C:14]1[CH:19]=[CH:18][N:17]=[C:16](S(C)(=O)=O)[N:15]=1)=[O:13]. The catalyst is C1COCC1. The product is [CH3:10][O:11][C:12]([C:14]1[CH:19]=[CH:18][N:17]=[C:16]([O:9][C:3]2[CH:8]=[CH:7][CH:6]=[CH:5][CH:4]=2)[N:15]=1)=[O:13]. The yield is 0.250.